This data is from Reaction yield outcomes from USPTO patents with 853,638 reactions. The task is: Predict the reaction yield, written as a fraction of the theoretical maximum amount of product (1.0 means a 100% yield; for example, 0.34 means a 34% yield). (1) The reactants are Cl[C:2]1[N:7]=[CH:6][C:5]2[C:8]([C:17]([NH:19][CH:20]3[CH2:25][CH2:24][O:23][CH2:22][CH2:21]3)=[O:18])=[CH:9][N:10]([CH:11]([CH3:16])[C:12]([F:15])([F:14])[F:13])[C:4]=2[CH:3]=1.[NH2:26][C:27]1[CH:32]=[CH:31][N:30]=[C:29]([N:33]2[CH2:38][CH2:37][C:36]([CH3:40])([OH:39])[CH2:35][CH2:34]2)[N:28]=1.C1(P(C2CCCCC2)C2C(OC)=CC=C(OC)C=2C2C(C(C)C)=CC(C(C)C)=CC=2C(C)C)CCCCC1.C(=O)([O-])[O-].[Cs+].[Cs+]. The catalyst is CC(C1C=C(C(C)C)C(C2C(P(C3CCCCC3)C3CCCCC3)=C(OC)C=CC=2OC)=C(C(C)C)C=1)C.C1C=[C-]C(CCN)=CC=1.Cl[Pd+].O1CCOCC1. The product is [OH:39][C:36]1([CH3:40])[CH2:37][CH2:38][N:33]([C:29]2[N:28]=[C:27]([NH:26][C:2]3[N:7]=[CH:6][C:5]4[C:8]([C:17]([NH:19][CH:20]5[CH2:25][CH2:24][O:23][CH2:22][CH2:21]5)=[O:18])=[CH:9][N:10]([CH:11]([CH3:16])[C:12]([F:15])([F:14])[F:13])[C:4]=4[CH:3]=3)[CH:32]=[CH:31][N:30]=2)[CH2:34][CH2:35]1. The yield is 0.440. (2) The reactants are CC[N:3](C1C=CC=CC=1)CC.[OH:12][C:13]1[CH:22]=[CH:21][C:20]2[C:15](=[CH:16][CH:17]=[CH:18][CH:19]=2)[C:14]=1[C:23]([OH:25])=O.Cl.CN(C)CCCN=C=NCC.ON1C2C=CC=CC=2N=N1. The catalyst is C1COCC1. The product is [OH:12][C:13]1[CH:22]=[CH:21][C:20]2[C:15](=[CH:16][CH:17]=[CH:18][CH:19]=2)[C:14]=1[C:23]([NH2:3])=[O:25]. The yield is 1.00.